Dataset: Peptide-MHC class II binding affinity with 134,281 pairs from IEDB. Task: Regression. Given a peptide amino acid sequence and an MHC pseudo amino acid sequence, predict their binding affinity value. This is MHC class II binding data. (1) The peptide sequence is KEADYSQIPISINYR. The MHC is HLA-DPA10201-DPB11401 with pseudo-sequence HLA-DPA10201-DPB11401. The binding affinity (normalized) is 0.166. (2) The peptide sequence is YDKFLANVCTVLTGK. The MHC is DRB1_0701 with pseudo-sequence DRB1_0701. The binding affinity (normalized) is 0.545. (3) The peptide sequence is GPGSTGLNITGVTCG. The MHC is HLA-DQA10101-DQB10501 with pseudo-sequence HLA-DQA10101-DQB10501. The binding affinity (normalized) is 0. (4) The peptide sequence is LSFAAALNGLAGPLH. The MHC is HLA-DPA10201-DPB10101 with pseudo-sequence HLA-DPA10201-DPB10101. The binding affinity (normalized) is 0.131. (5) The peptide sequence is HHFHKIFMKDGRSLV. The MHC is DRB1_0301 with pseudo-sequence DRB1_0301. The binding affinity (normalized) is 0.583.